Task: Regression. Given a peptide amino acid sequence and an MHC pseudo amino acid sequence, predict their binding affinity value. This is MHC class I binding data.. Dataset: Peptide-MHC class I binding affinity with 185,985 pairs from IEDB/IMGT (1) The peptide sequence is LRTMSYKA. The binding affinity (normalized) is 0.301. The MHC is HLA-B27:05 with pseudo-sequence HLA-B27:05. (2) The peptide sequence is MSWGWRLPF. The MHC is HLA-C07:02 with pseudo-sequence HLA-C07:02. The binding affinity (normalized) is 0.490. (3) The peptide sequence is FQKDAKVLF. The MHC is HLA-B35:01 with pseudo-sequence HLA-B35:01. The binding affinity (normalized) is 0.0847. (4) The peptide sequence is FLLNKEMYL. The MHC is HLA-A02:01 with pseudo-sequence HLA-A02:01. The binding affinity (normalized) is 0.994. (5) The peptide sequence is LQRKHGGSL. The MHC is HLA-B08:01 with pseudo-sequence HLA-B08:01. The binding affinity (normalized) is 0.626.